This data is from Orexin1 receptor HTS with 218,158 compounds and 233 confirmed actives. The task is: Binary Classification. Given a drug SMILES string, predict its activity (active/inactive) in a high-throughput screening assay against a specified biological target. (1) The drug is s1c(nc(c2ccccc2)c1)/C(=C1\SC=CS1)C#N. The result is 1 (active). (2) The compound is Clc1cc(NC(=O)CN(S(=O)(=O)C)C2CCCCC2)ccc1Cl. The result is 0 (inactive). (3) The molecule is O=c1n2CCCCCc2nc2c1cc(NC(=O)c1c(OCC)cccc1)cc2. The result is 1 (active). (4) The molecule is S(C(c1onc(n1)c1ccccc1)C)c1ccc(cc1)C. The result is 0 (inactive). (5) The drug is Brc1cc(c(NC(=O)CNC(=O)CN2CCCCC2)cc1)C(=O)c1ccccc1. The result is 0 (inactive). (6) The drug is s1c(c(n2cccc2)cc1)C(=O)NNC(=O)c1ccc(F)cc1. The result is 0 (inactive). (7) The molecule is S(=O)(=O)(N(c1c(OC)cccc1)C)c1ccc(cc1)C(OCC(=O)Nc1ccc(cc1)C(=O)N)=O. The result is 0 (inactive). (8) The drug is O=C(NC1CCCCC1)C(N(Cc1occc1)C(=O)Cc1c2c([nH]c1)cccc2)c1oc(cc1)C. The result is 0 (inactive). (9) The drug is O=C(N1CCc2c1cccc2)c1cc2ncn(c2cc1)c1cc(ccc1)C. The result is 0 (inactive).